From a dataset of Drug-target binding data from BindingDB using IC50 measurements. Regression. Given a target protein amino acid sequence and a drug SMILES string, predict the binding affinity score between them. We predict pIC50 (pIC50 = -log10(IC50 in M); higher means more potent). Dataset: bindingdb_ic50. (1) The compound is CCCCCCOC(=O)[C@]1(O)C[C@@H]2O[C@@]1(C)n1c3ccccc3c3c4c(c5c6ccccc6n2c5c31)C(=O)NC4. The target protein sequence is MGNAAAAKKGSEQESVKEFLAKAKEDFLKKWENPAQNTAHLDQFERIKTIGTGSFGRVMLVKHMETGNHYAMKILDKQKVVKLKQIEHTLNEKRILQAVNFPFLVKLEFSFKDNSNLYMVMEYMPGGDMFSHLRRIGRFSEPHARFYAAQIVLTFEYLHSLDLIYRDLKPENLLIDQQGYIKVADFGFAKRVKGRTWTLCGTPEYLAPEIILSKGYNKAVDWWALGVLIYEMAAGYPPFFADQPIQIYEKIVSGKVRFPSHFSSDLKDLLRNLLQVDLTKRFGNLKNGVNDIKNHKWFATTDWIAIYQRKVEAPFIPKFKGPGDTSNFDDYEEEEIRVSINEKCGKEFSEF. The pIC50 is 5.9. (2) The drug is Cc1ccc(Nc2nc(N)nc(CN3CCN(c4ccc(Cl)cc4)CC3)n2)cc1C. The target protein (P04839) has sequence MGNWAVNEGLSIFVILVWLGLNVFLFVWYYRVYDIPPKFFYTRKLLGSALALARAPAACLNFNCMLILLPVCRNLLSFLRGSSACCSTRVRRQLDRNLTFHKMVAWMIALHSAIHTIAHLFNVEWCVNARVNNSDPYSVALSELGDRQNESYLNFARKRIKNPEGGLYLAVTLLAGITGVVITLCLILIITSSTKTIRRSYFEVFWYTHHLFVIFFIGLAIHGAERIVRGQTAESLAVHNITVCEQKISEWGKIKECPIPQFAGNPPMTWKWIVGPMFLYLCERLVRFWRSQQKVVITKVVTHPFKTIELQMKKKGFKMEVGQYIFVKCPKVSKLEWHPFTLTSAPEEDFFSIHIRIVGDWTEGLFNACGCDKQEFQDAWKLPKIAVDGPFGTASEDVFSYEVVMLVGAGIGVTPFASILKSVWYKYCNNATNLKLKKIYFYWLCRDTHAFEWFADLLQLLESQMQERNNAGFLSYNIYLTGWDESQANHFAVHHDEEKD.... The pIC50 is 4.8. (3) The compound is CC(C)CN(C[C@@H](O)[C@H](Cc1ccccc1)NC(=O)O[C@H]1CCOC1)S(=O)(=O)c1ccc(N)cc1. The target protein (P05888) has sequence MGARASVLSGGELDRWEKIRLRPGGKKKYKLKHVVWASRELERFAINPGLLETSEGCRQILGQLQPSLQTGSEERKSLYNTVATLYCVHQKIKIKDTKEALEKIEEEQNKSKKKAQQAAADTGNRGNSSQVSQNYPIVQNIQGQMVHQAISPRTLNAWVKVVEEKAFSPEVIPMFSALSEGATPQDLNTMLNTVGGHQAAMQMLKETINEEAAEWDRLHPAHAGPIAPGQMREPRGSDIAGTTSTLQEQIGWMTNNPPIPVGEIYKRWIILGLNKIVRMYSPSSILDIRQGPKEPFRDYVDRFYKTLRAEQASQEVKNWMTETLLVQNANPDCKTILKALGPAATLEEMMTACQGVGGPGHKARVLAEAMSQVTNSATIMMQRGNFRNQRKIIKCFNCGKEGHIAKNCRAPRKRGCWKCGKEGHQMKDCTERQANFLGKIWPSCKGRPGNFPQSRTEPTAPPEESFRFGEETTTPYQKQEKKQETIDKDLYPLASLKSLF.... The pIC50 is 7.9.